Task: Predict which catalyst facilitates the given reaction.. Dataset: Catalyst prediction with 721,799 reactions and 888 catalyst types from USPTO (1) Reactant: C([O:3][C:4]([CH:6]1[CH2:11][NH:10][C:9]2[CH:12]=[C:13]([C:16]([F:19])([F:18])[F:17])[CH:14]=[CH:15][C:8]=2[O:7]1)=[O:5])C.[OH-].[Na+].ClC(OCC1C=CC=CC=1)=O.Cl. Product: [F:19][C:16]([F:17])([F:18])[C:13]1[CH:14]=[CH:15][C:8]2[O:7][CH:6]([C:4]([OH:5])=[O:3])[CH2:11][NH:10][C:9]=2[CH:12]=1. The catalyst class is: 38. (2) Reactant: Br[CH2:2][C:3]([O:5][CH3:6])=[O:4].[Cl:7][C:8]1[CH:9]=[C:10]([CH:12]=[CH:13][CH:14]=1)[NH2:11].CCN(C(C)C)C(C)C.CN(C=O)C. Product: [CH3:6][O:5][C:3](=[O:4])[CH2:2][NH:11][C:10]1[CH:12]=[CH:13][CH:14]=[C:8]([Cl:7])[CH:9]=1. The catalyst class is: 25.